Dataset: Forward reaction prediction with 1.9M reactions from USPTO patents (1976-2016). Task: Predict the product of the given reaction. (1) The product is: [CH2:1]([N:8]1[CH2:13][CH2:12][N:11]([C:14]2[N:15]=[N:16][C:17]([C:22]3[CH:23]=[CH:24][C:25]([F:28])=[CH:26][CH:27]=3)=[C:18]([CH3:21])[C:19]=2[CH3:20])[CH:10]([CH3:29])[CH2:9]1)[C:2]1[CH:3]=[CH:4][CH:5]=[CH:6][CH:7]=1. Given the reactants [CH2:1]([N:8]1[CH2:13][CH2:12][N:11]([C:14]2[N:15]=[N:16][C:17]([C:22]3[CH:27]=[CH:26][C:25]([F:28])=[CH:24][CH:23]=3)=[C:18]([CH3:21])[C:19]=2[CH3:20])[CH:10]([CH3:29])[C:9]1=O)[C:2]1[CH:7]=[CH:6][CH:5]=[CH:4][CH:3]=1.CO.Cl, predict the reaction product. (2) Given the reactants [Cl:1][C:2]1[C:3]2[N:11]([C:12]3[C:17]([F:18])=[CH:16][CH:15]=[CH:14][C:13]=3[F:19])[N:10]=[C:9]([C:20]3[CH:25]=[CH:24][C:23]([N:26]4[CH2:31][CH2:30]S[CH2:28][CH2:27]4)=[CH:22][CH:21]=3)[C:4]=2[C:5](=[O:8])[NH:6][CH:7]=1.CO.O[O:35][S:36]([O-:38])=O.[K+], predict the reaction product. The product is: [Cl:1][C:2]1[C:3]2[N:11]([C:12]3[C:17]([F:18])=[CH:16][CH:15]=[CH:14][C:13]=3[F:19])[N:10]=[C:9]([C:20]3[CH:25]=[CH:24][C:23]([N:26]4[CH2:31][CH2:30][S:36](=[O:38])(=[O:35])[CH2:28][CH2:27]4)=[CH:22][CH:21]=3)[C:4]=2[C:5](=[O:8])[NH:6][CH:7]=1. (3) Given the reactants [Cl:1][C:2]1[C:11]([CH2:12][C:13]#[N:14])=[CH:10][CH:9]=[CH:8][C:3]=1[C:4]([O:6][CH3:7])=[O:5].[H-].[Na+].Br[CH2:18][CH2:19]Br, predict the reaction product. The product is: [Cl:1][C:2]1[C:11]([C:12]2([C:13]#[N:14])[CH2:19][CH2:18]2)=[CH:10][CH:9]=[CH:8][C:3]=1[C:4]([O:6][CH3:7])=[O:5]. (4) Given the reactants C([O:8][C:9]1[C:10]2[N:11]([N:16]=[CH:17][C:18]=2[C:19]#[N:20])[CH:12]=[C:13]([Cl:15])[N:14]=1)C1C=CC=CC=1.B(Br)(Br)Br.CCN(CC)CC.N(CC)CC, predict the reaction product. The product is: [Cl:15][C:13]1[N:14]=[C:9]([OH:8])[C:10]2[N:11]([N:16]=[CH:17][C:18]=2[C:19]#[N:20])[CH:12]=1. (5) Given the reactants [NH:1]1[C:9]2[C:4](=[CH:5][CH:6]=[CH:7][CH:8]=2)[C:3]([NH:10][C:11](=[O:15])OCC)=[N:2]1.[F:16][C:17]1[CH:22]=[CH:21][CH:20]=[CH:19][C:18]=1[N:23]1[CH2:28][CH2:27][NH:26][CH2:25][CH2:24]1.O, predict the reaction product. The product is: [NH:1]1[C:9]2[C:4](=[CH:5][CH:6]=[CH:7][CH:8]=2)[C:3]([NH:10][C:11]([N:26]2[CH2:25][CH2:24][N:23]([C:18]3[CH:19]=[CH:20][CH:21]=[CH:22][C:17]=3[F:16])[CH2:28][CH2:27]2)=[O:15])=[N:2]1.